From a dataset of HIV replication inhibition screening data with 41,000+ compounds from the AIDS Antiviral Screen. Binary Classification. Given a drug SMILES string, predict its activity (active/inactive) in a high-throughput screening assay against a specified biological target. (1) The drug is COC(OC)(c1ccccc1)C(I)I. The result is 0 (inactive). (2) The molecule is COC(=O)c1cc(C(=CCNC2CCC3(C)C(CCC4C3CCC3(C)C(C(C)CCCC(C)C)CCC43)C2)c2cc(Cl)c(OC)c(C(=O)OC)c2)cc(Cl)c1OC. The result is 0 (inactive). (3) The drug is CCCCCCCCCCCCSCC12c3ccccc3C(c3ccccc31)C(C(=O)O)C2C(=O)O. The result is 0 (inactive). (4) The drug is O=C1C(C(O)(C(F)(F)Cl)C(F)(F)Cl)CCCC1C(O)(C(F)(F)Cl)C(F)(F)Cl. The result is 0 (inactive). (5) The drug is O=C1NC(=O)C(CCN2CCCCC2)(c2ccccc2)C(=O)N1. The result is 0 (inactive).